Task: Predict the reaction yield, written as a fraction of the theoretical maximum amount of product (1.0 means a 100% yield; for example, 0.34 means a 34% yield).. Dataset: Reaction yield outcomes from USPTO patents with 853,638 reactions The reactants are B.O1CCCC1.[CH3:7][O:8][C:9]1[CH:17]=[CH:16][C:12]([C:13](O)=[O:14])=[CH:11][C:10]=1[N+:18]([O-:20])=[O:19].Cl. The catalyst is O1CCCC1. The product is [CH3:7][O:8][C:9]1[CH:17]=[CH:16][C:12]([CH2:13][OH:14])=[CH:11][C:10]=1[N+:18]([O-:20])=[O:19]. The yield is 0.900.